Dataset: NCI-60 drug combinations with 297,098 pairs across 59 cell lines. Task: Regression. Given two drug SMILES strings and cell line genomic features, predict the synergy score measuring deviation from expected non-interaction effect. (1) Drug 1: C1CC(C1)(C(=O)O)C(=O)O.[NH2-].[NH2-].[Pt+2]. Synergy scores: CSS=0.153, Synergy_ZIP=-1.91, Synergy_Bliss=-0.724, Synergy_Loewe=-2.60, Synergy_HSA=-2.21. Cell line: ACHN. Drug 2: CC1CCC2CC(C(=CC=CC=CC(CC(C(=O)C(C(C(=CC(C(=O)CC(OC(=O)C3CCCCN3C(=O)C(=O)C1(O2)O)C(C)CC4CCC(C(C4)OC)OCCO)C)C)O)OC)C)C)C)OC. (2) Drug 1: CC1=C(C=C(C=C1)C(=O)NC2=CC(=CC(=C2)C(F)(F)F)N3C=C(N=C3)C)NC4=NC=CC(=N4)C5=CN=CC=C5. Drug 2: CC1=C2C(C(=O)C3(C(CC4C(C3C(C(C2(C)C)(CC1OC(=O)C(C(C5=CC=CC=C5)NC(=O)C6=CC=CC=C6)O)O)OC(=O)C7=CC=CC=C7)(CO4)OC(=O)C)O)C)OC(=O)C. Cell line: COLO 205. Synergy scores: CSS=5.92, Synergy_ZIP=-2.13, Synergy_Bliss=4.48, Synergy_Loewe=-0.0295, Synergy_HSA=3.88. (3) Drug 1: C1CC(C1)(C(=O)O)C(=O)O.[NH2-].[NH2-].[Pt+2]. Drug 2: C(=O)(N)NO. Cell line: SK-MEL-2. Synergy scores: CSS=5.92, Synergy_ZIP=-5.62, Synergy_Bliss=-5.59, Synergy_Loewe=-12.9, Synergy_HSA=-6.25.